This data is from Peptide-MHC class I binding affinity with 185,985 pairs from IEDB/IMGT. The task is: Regression. Given a peptide amino acid sequence and an MHC pseudo amino acid sequence, predict their binding affinity value. This is MHC class I binding data. (1) The peptide sequence is TMAMVLSIV. The MHC is HLA-A02:01 with pseudo-sequence HLA-A02:01. The binding affinity (normalized) is 0.793. (2) The binding affinity (normalized) is 0.519. The peptide sequence is HLFTSMFSL. The MHC is HLA-A68:02 with pseudo-sequence HLA-A68:02. (3) The peptide sequence is LGGLACDLP. The MHC is HLA-B27:05 with pseudo-sequence HLA-B27:05. The binding affinity (normalized) is 0. (4) The peptide sequence is CLDAGINYV. The MHC is HLA-A02:06 with pseudo-sequence HLA-A02:06. The binding affinity (normalized) is 0.959. (5) The peptide sequence is DTRGIFSAY. The MHC is HLA-A02:03 with pseudo-sequence HLA-A02:03. The binding affinity (normalized) is 0.0847.